This data is from Reaction yield outcomes from USPTO patents with 853,638 reactions. The task is: Predict the reaction yield, written as a fraction of the theoretical maximum amount of product (1.0 means a 100% yield; for example, 0.34 means a 34% yield). (1) The reactants are O=[C:2]([CH2:8][CH3:9])[CH2:3][C:4]([O:6][CH3:7])=[O:5].C([O-])(=O)C.[NH4+:14]. The catalyst is CO. The product is [NH2:14]/[C:2](/[CH2:8][CH3:9])=[CH:3]\[C:4]([O:6][CH3:7])=[O:5]. The yield is 0.920. (2) The catalyst is CCO.[Ni]. The reactants are [CH3:1][C:2]1([C:5]2[NH:6][C:7]3[C:12]([CH:13]=2)=[CH:11][C:10]([N+:14]([O-])=O)=[CH:9][CH:8]=3)[CH2:4][CH2:3]1. The yield is 0.280. The product is [CH3:1][C:2]1([C:5]2[NH:6][C:7]3[C:12]([CH:13]=2)=[CH:11][C:10]([NH2:14])=[CH:9][CH:8]=3)[CH2:4][CH2:3]1. (3) The reactants are [OH:1][C:2]1([CH2:19][N:20]2[C:25](=[O:26])[C:24]3[CH:27]=[N:28][N:29]([C:30]4[CH:35]=[CH:34][CH:33]=[CH:32][CH:31]=4)[C:23]=3[N:22]=[CH:21]2)[CH2:7][CH2:6][N:5]([C:8](=[O:18])[C:9]2[CH:14]=[CH:13][CH:12]=[CH:11][C:10]=2[N+:15]([O-])=O)[CH2:4][CH2:3]1.FC(F)(F)C(O)=O.OC1(CN2C(=O)C3C=NN(C4C=CC=CC=4)C=3N=C2)CCNCC1.[N+](C1C=CC=CC=1C(O)=O)([O-])=O.[H][H]. The catalyst is [Pd].CO. The product is [NH2:15][C:10]1[CH:11]=[CH:12][CH:13]=[CH:14][C:9]=1[C:8]([N:5]1[CH2:4][CH2:3][C:2]([CH2:19][N:20]2[C:25](=[O:26])[C:24]3[CH:27]=[N:28][N:29]([C:30]4[CH:31]=[CH:32][CH:33]=[CH:34][CH:35]=4)[C:23]=3[N:22]=[CH:21]2)([OH:1])[CH2:7][CH2:6]1)=[O:18]. The yield is 0.110. (4) The reactants are [C:1]([NH:5][S:6]([C:9]1[CH:10]=[N:11][N:12]2[C:17]([NH:18][C:19]3[CH:24]=[CH:23][CH:22]=[C:21]([Cl:25])[C:20]=3[Cl:26])=[C:16]([C:27]([O:29]CC)=O)[CH:15]=[N:14][C:13]=12)(=[O:8])=[O:7])([CH3:4])([CH3:3])[CH3:2].[F:32][C:33]1[CH:38]=[CH:37][C:36]([CH:39]2[CH2:44][CH2:43][NH:42][CH2:41][CH2:40]2)=[CH:35][CH:34]=1. No catalyst specified. The product is [C:1]([NH:5][S:6]([C:9]1[CH:10]=[N:11][N:12]2[C:17]([NH:18][C:19]3[CH:24]=[CH:23][CH:22]=[C:21]([Cl:25])[C:20]=3[Cl:26])=[C:16]([C:27]([N:42]3[CH2:43][CH2:44][CH:39]([C:36]4[CH:35]=[CH:34][C:33]([F:32])=[CH:38][CH:37]=4)[CH2:40][CH2:41]3)=[O:29])[CH:15]=[N:14][C:13]=12)(=[O:8])=[O:7])([CH3:3])([CH3:2])[CH3:4]. The yield is 0.850. (5) The reactants are [NH2:1][C:2]1[CH:3]=[C:4]([C:8]2[C:16]3[O:15][CH2:14][CH:13]([C:17]4[CH:22]=[CH:21][C:20]([CH:23]([CH3:25])[CH3:24])=[CH:19][CH:18]=4)[C:12]=3[C:11]([CH3:26])=[C:10]([NH:27][C:28](=[O:34])[CH2:29][C:30]([CH3:33])([CH3:32])[CH3:31])[C:9]=2[CH3:35])[CH:5]=[CH:6][CH:7]=1.[C:36](Cl)(=[O:39])[CH2:37][CH3:38]. No catalyst specified. The product is [CH:23]([C:20]1[CH:21]=[CH:22][C:17]([CH:13]2[C:12]3[C:11]([CH3:26])=[C:10]([NH:27][C:28](=[O:34])[CH2:29][C:30]([CH3:33])([CH3:32])[CH3:31])[C:9]([CH3:35])=[C:8]([C:4]4[CH:5]=[CH:6][CH:7]=[C:2]([NH:1][C:36](=[O:39])[CH2:37][CH3:38])[CH:3]=4)[C:16]=3[O:15][CH2:14]2)=[CH:18][CH:19]=1)([CH3:24])[CH3:25]. The yield is 0.840. (6) The reactants are [CH3:1][O:2][C:3]1[C:8]2[N:9]=[C:10]([NH:12][C:13]([C:15]3[S:16][C:17]([CH3:20])=[CH:18][CH:19]=3)=[O:14])[S:11][C:7]=2[C:6](I)=[CH:5][CH:4]=1.C[Sn](C)(C)[C:24]1[CH:25]=[C:26]([NH2:30])[CH:27]=[CH:28][CH:29]=1. No catalyst specified. The product is [NH2:30][C:26]1[CH:25]=[C:24]([C:6]2[C:7]3[S:11][C:10]([NH:12][C:13]([C:15]4[S:16][C:17]([CH3:20])=[CH:18][CH:19]=4)=[O:14])=[N:9][C:8]=3[C:3]([O:2][CH3:1])=[CH:4][CH:5]=2)[CH:29]=[CH:28][CH:27]=1. The yield is 0.560. (7) The reactants are [CH3:1][C:2]1[S:3][CH:4]=[CH:5][C:6]=1[CH:7]=[O:8].[Br:9]N1C(=O)CCC1=O.O.C(OCC)C. The catalyst is CN(C=O)C. The product is [Br:9][C:4]1[S:3][C:2]([CH3:1])=[C:6]([CH:7]=[O:8])[CH:5]=1. The yield is 0.820. (8) The reactants are [ClH:1].O1CCOCC1.OC(C(F)(F)F)=O.[CH3:15][N:16]([C:40]1[CH:45]=[CH:44][CH:43]=[CH:42][CH:41]=1)[C:17]([N:19]1[CH2:24][CH2:23][N:22](C(OC(C)(C)C)=O)[CH2:21][CH:20]1[CH2:32][O:33][C:34]1[CH:35]=[N:36][CH:37]=[CH:38][CH:39]=1)=[O:18]. The catalyst is CO. The product is [ClH:1].[ClH:1].[CH3:15][N:16]([C:40]1[CH:45]=[CH:44][CH:43]=[CH:42][CH:41]=1)[C:17]([N:19]1[CH2:24][CH2:23][NH:22][CH2:21][CH:20]1[CH2:32][O:33][C:34]1[CH:35]=[N:36][CH:37]=[CH:38][CH:39]=1)=[O:18]. The yield is 0.810. (9) The reactants are [CH3:1][C:2]1[CH:12]=[CH:11][C:5]([C:6]([CH2:8][C:9]#[N:10])=[O:7])=[CH:4][CH:3]=1.[S:13]1CC(O)S[CH2:15][CH:14]1O.C(N(CC)CC)C. The catalyst is C(O)C. The product is [NH2:10][C:9]1[S:13][CH:14]=[CH:15][C:8]=1[C:6]([C:5]1[CH:11]=[CH:12][C:2]([CH3:1])=[CH:3][CH:4]=1)=[O:7]. The yield is 0.650.